From a dataset of Experimentally validated miRNA-target interactions with 360,000+ pairs, plus equal number of negative samples. Binary Classification. Given a miRNA mature sequence and a target amino acid sequence, predict their likelihood of interaction. (1) The miRNA is cel-miR-64-5p with sequence UAUGACACUGAAGCGUUACCGAA. The protein sequence of the target gene is MNEEYDVIVLGTGLTECILSGIMSVNGKKVLHMDQNPYYGGESASITPLEDLYKRFKLPGQPPASMGRGRDWNVDLIPKFLMANGQLVKMLLFTEVTRYMDFKVIEGSFVYKGGKIYKVPSTEAEALASSLMGLFEKRRFRKFLVYVANFDEKDPRTFEGVDPKKTSMRDVYKKFDLGQDVIDFTGHSLALYRTDDYLDQPCCETINRIKLYSESLARYGKSPYLYPLYGLGELPQGFARLSAIYGGTYMLNKPIEEIIVQNGKVVGVKSEGEIARCKQLICDPSYVKDRVEKVGQVIRV.... Result: 0 (no interaction). (2) The miRNA is mmu-miR-190a-5p with sequence UGAUAUGUUUGAUAUAUUAGGU. The protein sequence of the target gene is MAQKHPGERRLCGAHRSGGTSLSTSGSSVDPEILSFSGLRDSAETAPNGTRCLKEHSGPKYTQPPNPAHWSDPSHGPPRGPGPPRGGGYPDESETGSEESGVDQELSRENETGYQEDGSPSFLSIPSACNCQGSPGVPEGTYSEEGDGSSSSLCHHCTSPALGEDEELEEEYDDEEPLKFPSDFSRVSSGKKPLSRRQKHRFLIKEDVRDSGRREPKAPGRHRLARKRSQTDKRRGLGLWGVEELCQLGQAGFWWLIELLVLVGEYVETCGHLIYACRKLKGSDLDLFRVWVGVWARRLG.... Result: 1 (interaction). (3) The miRNA is hsa-miR-10b-5p with sequence UACCCUGUAGAACCGAAUUUGUG. The protein sequence of the target gene is MEHSTFLSGLVLATLLSQVSPFKIPIEELEDRVFVNCNTSITWVEGTVGTLLSDITRLDLGKRILDPRGIYRCNGTDIYKDKESTVQVHYRMCQSCVELDPATVAGIIVTDVIATLLLALGVFCFAGHETGRLSGAADTQALLRNDQVYQPLRDRDDAQYSHLGGNWARNK. Result: 1 (interaction). (4) Result: 1 (interaction). The miRNA is mmu-miR-9-5p with sequence UCUUUGGUUAUCUAGCUGUAUGA. The protein sequence of the target gene is MDDLFPLIFPSEPAQASGPYVEIIEQPKQRGMRFRYKCEGRSAGSIPGERSTDTTKTHPTIKINGYTGPGTVRISLVTKDPPHRPHPHELVGKDCRDGYYEADLCPDRSIHSFQNLGIQCVKKRDLEQAISQRIQTNNNPFHVPIEEQRGDYDLNAVRLCFQVTVRDPAGRPLLLTPVLSHPIFDNRAPNTAELKICRVNRNSGSCLGGDEIFLLCDKVQKEDIEVYFTGPGWEARGSFSQADVHRQVAIVFRTPPYADPSLQAPVRVSMQLRRPSDRELSEPMEFQYLPDTDDRHRIEE.... (5) The miRNA is hsa-miR-6740-5p with sequence AGUUUGGGAUGGAGAGAGGAGA. The protein sequence of the target gene is MALSWRSWLANEGVKHLCLLVWLSLNVLLFWKTFLLYNQGPEYYYIHQMLGLGLCLSRASASVLNLNCSLILLPMCRTVLAYLRGSQKVPSRRTRRLLDKSKTLHITCGITICIFSGVHVAAHLVNALNFSVNYSEHFLALNAARYQNEDPRKLLFTTVPGLTGVCMVVVLFLMVTASTYAIRVSNYDIFWYTHNLFFVFYMLLLLHVSGGLLKYQTNLDTHPPGCISLNRTPSQNMSIADYVSEHFHGSLPGGFSKLEDHYQKTLVKICLEEPKFQAHFPQTWIWISGPLCLYCAERLY.... Result: 0 (no interaction).